This data is from Reaction yield outcomes from USPTO patents with 853,638 reactions. The task is: Predict the reaction yield, written as a fraction of the theoretical maximum amount of product (1.0 means a 100% yield; for example, 0.34 means a 34% yield). (1) The reactants are [I:1][C:2]1[C:10]2[C:5](=[N:6][CH:7]=[CH:8][CH:9]=2)[NH:4][CH:3]=1.[H-].[Na+].[Si:13](Cl)([C:16]([CH3:19])([CH3:18])[CH3:17])([CH3:15])[CH3:14].O. The catalyst is O1CCCC1. The product is [C:16]([Si:13]([CH3:15])([CH3:14])[N:4]1[C:5]2=[N:6][CH:7]=[CH:8][CH:9]=[C:10]2[C:2]([I:1])=[CH:3]1)([CH3:19])([CH3:18])[CH3:17]. The yield is 0.150. (2) The reactants are [F:1][C:2]([F:7])([F:6])[C:3]([OH:5])=[O:4].[F:8][C:9]([F:14])([F:13])[C:10]([OH:12])=[O:11].FC(F)(F)C(O)=O.[Cl:22][C:23]1[CH:24]=[N:25][C:26]2[NH:27][C:28]3[CH:29]=[N:30][CH:31]=[C:32]([CH:54]=3)[CH2:33][CH2:34][C:35]3[CH:43]=[C:39]([NH:40][C:41]=1[N:42]=2)[CH:38]=[CH:37][C:36]=3[NH:44][C:45](=[O:53])[CH2:46][CH:47]1[CH2:52][CH2:51][NH:50][CH2:49][CH2:48]1.[CH3:55][N:56]1[CH:60]=[CH:59][C:58]([C:61](Cl)=[O:62])=[N:57]1. No catalyst specified. The product is [F:1][C:2]([F:7])([F:6])[C:3]([OH:5])=[O:4].[F:8][C:9]([F:14])([F:13])[C:10]([OH:12])=[O:11].[Cl:22][C:23]1[CH:24]=[N:25][C:26]2[NH:27][C:28]3[CH:29]=[N:30][CH:31]=[C:32]([CH:54]=3)[CH2:33][CH2:34][C:35]3[CH:43]=[C:39]([NH:40][C:41]=1[N:42]=2)[CH:38]=[CH:37][C:36]=3[NH:44][C:45](=[O:53])[CH2:46][CH:47]1[CH2:52][CH2:51][N:50]([C:61]([C:58]2[CH:59]=[CH:60][N:56]([CH3:55])[N:57]=2)=[O:62])[CH2:49][CH2:48]1. The yield is 0.360. (3) The reactants are [CH2:1]([N:3]1[C:11]2[C:10](=[O:12])[NH:9][C:8]([C:13]3[CH:18]=[C:17]([S:19]([N:22]4[CH2:27][CH2:26][N:25]([CH2:28][CH2:29][OH:30])[CH2:24][CH2:23]4)(=[O:21])=[O:20])[CH:16]=[CH:15][C:14]=3[O:31][CH2:32][CH2:33][CH3:34])=[N:7][C:6]=2[C:5]([CH2:35][CH2:36][CH3:37])=[CH:4]1)[CH3:2].[C:38](O[C:38](=[O:42])[CH:39]([CH3:41])[CH3:40])(=[O:42])[CH:39]([CH3:41])[CH3:40].C(OC(=O)C)(=O)C. No catalyst specified. The product is [CH2:1]([N:3]1[C:11]2[C:10](=[O:12])[NH:9][C:8]([C:13]3[CH:18]=[C:17]([S:19]([N:22]4[CH2:23][CH2:24][N:25]([CH2:28][CH2:29][O:30][C:38](=[O:42])[CH:39]([CH3:41])[CH3:40])[CH2:26][CH2:27]4)(=[O:20])=[O:21])[CH:16]=[CH:15][C:14]=3[O:31][CH2:32][CH2:33][CH3:34])=[N:7][C:6]=2[C:5]([CH2:35][CH2:36][CH3:37])=[CH:4]1)[CH3:2]. The yield is 0.940. (4) The reactants are [CH2:1]([N:3]1[C:7]([C:8]2[CH:9]=[C:10]([C:13]([OH:15])=O)[O:11][CH:12]=2)=[C:6]([CH3:16])[CH:5]=[N:4]1)[CH3:2].C1CN([P+](Br)(N2CCCC2)N2CCCC2)CC1.F[P-](F)(F)(F)(F)F.CCN(C(C)C)C(C)C.[NH2:50][C@@H:51]([CH2:64][C:65]1[CH:70]=[CH:69][CH:68]=[C:67]([F:71])[CH:66]=1)[CH2:52][N:53]1[C:61](=[O:62])[C:60]2[C:55](=[CH:56][CH:57]=[CH:58][CH:59]=2)[C:54]1=[O:63]. The catalyst is C(Cl)Cl. The product is [O:63]=[C:54]1[C:55]2[C:60](=[CH:59][CH:58]=[CH:57][CH:56]=2)[C:61](=[O:62])[N:53]1[CH2:52][C@@H:51]([NH:50][C:13]([C:10]1[O:11][CH:12]=[C:8]([C:7]2[N:3]([CH2:1][CH3:2])[N:4]=[CH:5][C:6]=2[CH3:16])[CH:9]=1)=[O:15])[CH2:64][C:65]1[CH:70]=[CH:69][CH:68]=[C:67]([F:71])[CH:66]=1. The yield is 0.540.